From a dataset of Full USPTO retrosynthesis dataset with 1.9M reactions from patents (1976-2016). Predict the reactants needed to synthesize the given product. (1) Given the product [CH3:32][O:31][C:30]1[C:15]2[C:14]([N:11]3[CH2:10][CH2:9][NH:8][CH2:13][CH2:12]3)=[N:19][C:18]([C:20]3[CH:25]=[CH:24][N:23]=[C:22]([NH:39][C:36]4[CH:35]=[C:34]([CH3:33])[O:38][N:37]=4)[CH:21]=3)=[N:17][C:16]=2[CH:27]=[N:28][CH:29]=1, predict the reactants needed to synthesize it. The reactants are: C(OC([N:8]1[CH2:13][CH2:12][N:11]([C:14]2[C:15]3[C:30]([O:31][CH3:32])=[CH:29][N:28]=[CH:27][C:16]=3[N:17]=[C:18]([C:20]3[CH:25]=[CH:24][N:23]=[C:22](Cl)[CH:21]=3)[N:19]=2)[CH2:10][CH2:9]1)=O)(C)(C)C.[CH3:33][C:34]1[O:38][N:37]=[C:36]([NH2:39])[CH:35]=1.CC1(C)C2C(=C(P(C3C=CC=CC=3)C3C=CC=CC=3)C=CC=2)OC2C(P(C3C=CC=CC=3)C3C=CC=CC=3)=CC=CC1=2.[Li].O1C=CC=N1. (2) Given the product [C:37]([N:36]([CH3:40])[C:33]1[CH:34]=[CH:35][C:30]([C:19]2[CH:20]=[CH:21][C:22]([O:23][CH3:24])=[C:17]([CH2:16][NH:15][CH:12]3[CH2:13][CH2:14][CH:9]([N:8]([CH3:28])[C:1](=[O:2])[O:3][C:4]([CH3:7])([CH3:6])[CH3:5])[CH2:10][CH2:11]3)[CH:18]=2)=[CH:31][CH:32]=1)(=[O:39])[CH3:38], predict the reactants needed to synthesize it. The reactants are: [C:1]([N:8]([CH3:28])[CH:9]1[CH2:14][CH2:13][CH:12]([NH:15][CH2:16][C:17]2[CH:18]=[C:19](B(O)O)[CH:20]=[CH:21][C:22]=2[O:23][CH3:24])[CH2:11][CH2:10]1)([O:3][C:4]([CH3:7])([CH3:6])[CH3:5])=[O:2].Br[C:30]1[CH:35]=[CH:34][C:33]([N:36]([CH3:40])[C:37](=[O:39])[CH3:38])=[CH:32][CH:31]=1.